The task is: Predict which catalyst facilitates the given reaction.. This data is from Catalyst prediction with 721,799 reactions and 888 catalyst types from USPTO. Reactant: N1CCCCC1.[CH3:7][O:8][C:9]1[CH:10]=[C:11]([CH:14]=[CH:15][C:16]=1[O:17][CH:18]([CH2:21][CH3:22])[CH2:19][CH3:20])[CH:12]=O.C([CH2:26][C:27]([NH:29][C:30]1[CH:38]=[CH:37][CH:36]=[CH:35][C:31]=1[C:32]([OH:34])=[O:33])=[O:28])(O)=O.CC(O)=O. Product: [CH3:7][O:8][C:9]1[CH:10]=[C:11](/[CH:12]=[CH:26]/[C:27]([NH:29][C:30]2[CH:38]=[CH:37][CH:36]=[CH:35][C:31]=2[C:32]([OH:34])=[O:33])=[O:28])[CH:14]=[CH:15][C:16]=1[O:17][CH:18]([CH2:21][CH3:22])[CH2:19][CH3:20]. The catalyst class is: 11.